This data is from Reaction yield outcomes from USPTO patents with 853,638 reactions. The task is: Predict the reaction yield, written as a fraction of the theoretical maximum amount of product (1.0 means a 100% yield; for example, 0.34 means a 34% yield). (1) The reactants are [C:1]([C:5]1[CH:10]=[CH:9][C:8]([N+:11]([O-])=O)=[CH:7][C:6]=1[O:14][CH3:15])([CH3:4])([CH3:3])[CH3:2].C([O-])=O.[K+]. The catalyst is CCO.O.[Pd]. The product is [C:1]([C:5]1[CH:10]=[CH:9][C:8]([NH2:11])=[CH:7][C:6]=1[O:14][CH3:15])([CH3:4])([CH3:2])[CH3:3]. The yield is 0.720. (2) The reactants are [NH2:1][C@H:2]([C:6]([OH:8])=[O:7])[CH:3]([CH3:5])[CH3:4].[OH-].[Na+].[C:11]1([CH2:17][C:18](Cl)=[O:19])[CH:16]=[CH:15][CH:14]=[CH:13][CH:12]=1. No catalyst specified. The product is [C:11]1([CH2:17][C:18]([NH:1][C@H:2]([C:6]([OH:8])=[O:7])[CH:3]([CH3:5])[CH3:4])=[O:19])[CH:16]=[CH:15][CH:14]=[CH:13][CH:12]=1. The yield is 0.690.